Dataset: Catalyst prediction with 721,799 reactions and 888 catalyst types from USPTO. Task: Predict which catalyst facilitates the given reaction. (1) Reactant: [N+:1]([C:4]1[CH:9]=[CH:8][C:7]([C:10]23[CH2:18][CH:14]4[CH2:15][CH:16]([CH2:17]2)[C:12](C(O)=O)([CH2:13]4)[CH2:11]3)=[CH:6][CH:5]=1)([O-:3])=[O:2].OS(O)(=O)=O.[N-:27]=[N+]=[N-].[Na+]. Product: [N+:1]([C:4]1[CH:5]=[CH:6][C:7]([C:10]23[CH2:18][CH:14]4[CH2:15][CH:16]([CH2:17]2)[C:12]([NH2:27])([CH2:13]4)[CH2:11]3)=[CH:8][CH:9]=1)([O-:3])=[O:2]. The catalyst class is: 146. (2) Reactant: [F:1][C:2]([F:14])([F:13])[O:3][CH:4]1[CH2:7][CH:6]([C:8]([O:10]CC)=[O:9])[CH2:5]1.[OH-].[Na+]. Product: [F:1][C:2]([F:13])([F:14])[O:3][CH:4]1[CH2:7][CH:6]([C:8]([OH:10])=[O:9])[CH2:5]1. The catalyst class is: 20. (3) Reactant: [Br:1][C:2]1[CH:7]=[CH:6][C:5]([C:8]2([C:14]3[S:15][CH:16]=[C:17]([C:19](OCC)=[O:20])[N:18]=3)[CH2:13][CH2:12][O:11][CH2:10][CH2:9]2)=[CH:4][CH:3]=1.[Li+].[BH4-].CO. Product: [Br:1][C:2]1[CH:7]=[CH:6][C:5]([C:8]2([C:14]3[S:15][CH:16]=[C:17]([CH2:19][OH:20])[N:18]=3)[CH2:13][CH2:12][O:11][CH2:10][CH2:9]2)=[CH:4][CH:3]=1. The catalyst class is: 1. (4) Reactant: I[C:2]1[N:6]2[CH:7]=[CH:8][C:9]([C:11]3[CH:16]=[CH:15][CH:14]=[CH:13][CH:12]=3)=[CH:10][C:5]2=[N:4][CH:3]=1.[C:17]1(B(O)O)[CH:22]=[CH:21][CH:20]=[CH:19][CH:18]=1.C(=O)([O-])[O-].[Na+].[Na+]. Product: [C:17]1([C:2]2[N:6]3[CH:7]=[CH:8][C:9]([C:11]4[CH:16]=[CH:15][CH:14]=[CH:13][CH:12]=4)=[CH:10][C:5]3=[N:4][CH:3]=2)[CH:22]=[CH:21][CH:20]=[CH:19][CH:18]=1. The catalyst class is: 12. (5) Reactant: [CH2:1](O)[CH2:2][CH2:3][CH2:4][CH2:5][CH2:6][CH2:7][CH2:8][CH2:9][CH:10]=[CH2:11].[C:13]1(=[O:23])[NH:17][C:16](=[O:18])[C:15]2=[CH:19][CH:20]=[CH:21][CH:22]=[C:14]12.C1(P(C2C=CC=CC=2)C2C=CC=CC=2)C=CC=CC=1.CCOC(/N=N/C(OCC)=O)=O. Product: [CH2:1]([N:17]1[C:13](=[O:23])[C:14]2[C:15](=[CH:19][CH:20]=[CH:21][CH:22]=2)[C:16]1=[O:18])[CH2:2][CH2:3][CH2:4][CH2:5][CH2:6][CH2:7][CH2:8][CH2:9][CH:10]=[CH2:11]. The catalyst class is: 7. (6) Reactant: [O:1]=[C:2]1[N:7]([C:8]2[CH:13]=[CH:12][CH:11]=[CH:10][CH:9]=2)[N:6]=[C:5]([C:14](OC)=[O:15])[C:4]([O:18][C:19]2[CH:24]=[CH:23][CH:22]=[CH:21][CH:20]=2)=[CH:3]1.[NH3:25]. Product: [O:1]=[C:2]1[N:7]([C:8]2[CH:13]=[CH:12][CH:11]=[CH:10][CH:9]=2)[N:6]=[C:5]([C:14]([NH2:25])=[O:15])[C:4]([O:18][C:19]2[CH:24]=[CH:23][CH:22]=[CH:21][CH:20]=2)=[CH:3]1. The catalyst class is: 5.